Dataset: Full USPTO retrosynthesis dataset with 1.9M reactions from patents (1976-2016). Task: Predict the reactants needed to synthesize the given product. (1) Given the product [C:1]([C:5]1[CH:10]=[CH:9][C:8]([C:11]2[CH:16]=[C:15]([NH:24][C:25]3[CH:26]=[C:27]4[C:31](=[CH:32][CH:33]=3)[NH:30][CH:29]=[CH:28]4)[N:14]=[N:13][C:12]=2[C:18]2[CH:23]=[CH:22][CH:21]=[CH:20][CH:19]=2)=[CH:7][CH:6]=1)([CH3:4])([CH3:3])[CH3:2], predict the reactants needed to synthesize it. The reactants are: [C:1]([C:5]1[CH:10]=[CH:9][C:8]([C:11]2[CH:16]=[C:15](Cl)[N:14]=[N:13][C:12]=2[C:18]2[CH:23]=[CH:22][CH:21]=[CH:20][CH:19]=2)=[CH:7][CH:6]=1)([CH3:4])([CH3:3])[CH3:2].[NH2:24][C:25]1[CH:26]=[C:27]2[C:31](=[CH:32][CH:33]=1)[NH:30][CH:29]=[CH:28]2. (2) Given the product [OH:32][C@H:31]([CH2:30][OH:29])[CH2:33][N:24]1[CH2:23][CH2:22][C:21]2[CH:27]=[CH:28][C:18]([C:15]3[N:14]=[C:13]([C:8]4[CH:9]=[C:10]([C:11]#[N:12])[C:5]([O:4][CH2:1][CH2:2][CH3:3])=[N:6][CH:7]=4)[O:17][N:16]=3)=[CH:19][C:20]=2[CH2:26][CH2:25]1, predict the reactants needed to synthesize it. The reactants are: [CH2:1]([O:4][C:5]1[C:10]([C:11]#[N:12])=[CH:9][C:8]([C:13]2[O:17][N:16]=[C:15]([C:18]3[CH:28]=[CH:27][C:21]4[CH2:22][CH2:23][NH:24][CH2:25][CH2:26][C:20]=4[CH:19]=3)[N:14]=2)=[CH:7][N:6]=1)[CH2:2][CH3:3].[O:29]=[CH:30][C@@H:31]([CH2:33]O)[OH:32].C(O)(=O)C.C(O[BH-](OC(=O)C)OC(=O)C)(=O)C.[Na+]. (3) Given the product [Br:1][C:2]1[CH:3]=[C:4]([S:9]([NH2:17])(=[O:11])=[O:10])[CH:5]=[CH:6][C:7]=1[F:8], predict the reactants needed to synthesize it. The reactants are: [Br:1][C:2]1[CH:3]=[C:4]([S:9](Cl)(=[O:11])=[O:10])[CH:5]=[CH:6][C:7]=1[F:8].C(Cl)Cl.[OH-].[NH4+:17].Cl. (4) Given the product [ClH:1].[CH3:2][CH:3]1[C:8]2[CH:9]=[CH:10][CH:11]=[CH:12][C:7]=2[N:6]([CH:13]2[CH2:18][CH2:17][NH:16][CH2:15][CH2:14]2)[C:5](=[O:26])[O:4]1, predict the reactants needed to synthesize it. The reactants are: [ClH:1].[CH3:2][CH:3]1[C:8]2[CH:9]=[CH:10][CH:11]=[CH:12][C:7]=2[N:6]([CH:13]2[CH2:18][CH2:17][N:16](C(OC(C)(C)C)=O)[CH2:15][CH2:14]2)[C:5](=[O:26])[O:4]1. (5) Given the product [Br:1][C:2]1[CH:11]=[CH:10][C:9]2[N:8]=[CH:7][C:6]3[N:12]([S:41]([C:38]4[CH:39]=[CH:40][C:35]([CH3:34])=[CH:36][CH:37]=4)(=[O:43])=[O:42])[C:13](=[O:26])[N:14]([C:15]4[CH:20]=[CH:19][C:18]([C:21]([CH3:24])([CH3:25])[C:22]#[N:23])=[CH:17][CH:16]=4)[C:5]=3[C:4]=2[CH:3]=1, predict the reactants needed to synthesize it. The reactants are: [Br:1][C:2]1[CH:11]=[CH:10][C:9]2[N:8]=[CH:7][C:6]3[NH:12][C:13](=[O:26])[N:14]([C:15]4[CH:20]=[CH:19][C:18]([C:21]([CH3:25])([CH3:24])[C:22]#[N:23])=[CH:17][CH:16]=4)[C:5]=3[C:4]=2[CH:3]=1.C(N(CC)CC)C.[CH3:34][C:35]1[CH:40]=[CH:39][C:38]([S:41](Cl)(=[O:43])=[O:42])=[CH:37][CH:36]=1.O. (6) Given the product [Cl:17][C:11]1[CH:10]=[C:9]([C:6]2[CH:7]=[CH:8][N:4]([CH2:3][C@@H:2]([NH:1][C:30]([C:27]3[CH:26]=[C:25]([C:23]4[O:24][C:20]([CH3:19])=[CH:21][CH:22]=4)[O:29][N:28]=3)=[O:31])[CH3:18])[N:5]=2)[CH:16]=[CH:15][C:12]=1[C:13]#[N:14], predict the reactants needed to synthesize it. The reactants are: [NH2:1][C@@H:2]([CH3:18])[CH2:3][N:4]1[CH:8]=[CH:7][C:6]([C:9]2[CH:16]=[CH:15][C:12]([C:13]#[N:14])=[C:11]([Cl:17])[CH:10]=2)=[N:5]1.[CH3:19][C:20]1[O:24][C:23]([C:25]2[O:29][N:28]=[C:27]([C:30](O)=[O:31])[CH:26]=2)=[CH:22][CH:21]=1.